This data is from TCR-epitope binding with 47,182 pairs between 192 epitopes and 23,139 TCRs. The task is: Binary Classification. Given a T-cell receptor sequence (or CDR3 region) and an epitope sequence, predict whether binding occurs between them. (1) The epitope is NLNESLIDL. The TCR CDR3 sequence is CSVGTGDWGEQYF. Result: 0 (the TCR does not bind to the epitope). (2) The epitope is SFHSLHLLF. The TCR CDR3 sequence is CASSQVAGASFNEQFF. Result: 1 (the TCR binds to the epitope). (3) The epitope is ELAGIGILTV. The TCR CDR3 sequence is CASRQLRGLMAYEQYF. Result: 1 (the TCR binds to the epitope). (4) Result: 0 (the TCR does not bind to the epitope). The TCR CDR3 sequence is CASSMGGEQYF. The epitope is KLSYGIATV. (5) The epitope is NQKLIANQF. The TCR CDR3 sequence is CASTQPSIYRETQYF. Result: 0 (the TCR does not bind to the epitope). (6) The epitope is KRWIILGLNK. The TCR CDR3 sequence is CASSGNTGELFF. Result: 1 (the TCR binds to the epitope). (7) The epitope is KLGGALQAK. The TCR CDR3 sequence is CASSAPRGYGYTF. Result: 1 (the TCR binds to the epitope). (8) The epitope is FLYNLLTRV. The TCR CDR3 sequence is CASSGPGFGAYNEQFF. Result: 0 (the TCR does not bind to the epitope).